Dataset: Full USPTO retrosynthesis dataset with 1.9M reactions from patents (1976-2016). Task: Predict the reactants needed to synthesize the given product. Given the product [CH2:17]([C:13]1[CH:14]=[C:15]([CH3:16])[C:10]2[O:9][CH:8]([CH:19]([CH3:20])[CH3:21])[C:7](=[O:22])[N:6]([CH2:5][CH2:4][C:3]([OH:23])=[O:2])[C:11]=2[CH:12]=1)[CH3:18], predict the reactants needed to synthesize it. The reactants are: C[O:2][C:3](=[O:23])[CH2:4][CH2:5][N:6]1[C:11]2[CH:12]=[C:13]([CH2:17][CH3:18])[CH:14]=[C:15]([CH3:16])[C:10]=2[O:9][CH:8]([CH:19]([CH3:21])[CH3:20])[C:7]1=[O:22].[OH-].[Na+].